This data is from Reaction yield outcomes from USPTO patents with 853,638 reactions. The task is: Predict the reaction yield, written as a fraction of the theoretical maximum amount of product (1.0 means a 100% yield; for example, 0.34 means a 34% yield). (1) The reactants are [K+].[CH3:2][Si:3]([CH3:17])([CH3:16])[CH2:4][CH2:5][O:6][CH2:7][N:8]1[CH:12]=[N:11][C:10]([C:13]([O-:15])=O)=[N:9]1.CC[N:20]([CH:24]([CH3:26])C)[CH:21]([CH3:23])C.FC(F)(F)[C:29]([OH:31])=[O:30].[C:34]1([C:40]2[CH:45]=[C:44]([CH:46]3CCNCC3)[CH:43]=[CH:42][C:41]=2[NH:52]C(C2NC=C(C#N)N=2)=O)[CH2:39][CH2:38][CH2:37][CH2:36][CH:35]=1.C1CN([P+](Br)(N2[CH2:77][CH2:76][CH2:75]C2)N2CCCC2)CC1.F[P-](F)(F)(F)(F)F.[CH2:86](Cl)Cl. No catalyst specified. The product is [C:76]([O:31][C:29]([N:20]1[CH2:21][CH2:23][CH:46]([C:44]2[CH:43]=[CH:42][C:41]([NH:52][C:13]([C:10]3[N:11]=[CH:12][N:8]([CH2:7][O:6][CH2:5][CH2:4][Si:3]([CH3:2])([CH3:17])[CH3:16])[N:9]=3)=[O:15])=[C:40]([C:34]3[CH2:39][CH2:38][CH2:37][CH2:36][CH:35]=3)[CH:45]=2)[CH2:26][CH2:24]1)=[O:30])([CH3:75])([CH3:77])[CH3:86]. The yield is 0.550. (2) The reactants are Br[C:2]1[CH:10]=[CH:9][C:5]([N:6]([CH3:8])[CH3:7])=[CH:4][CH:3]=1.[CH3:11][O:12][C:13]1[CH:18]=[CH:17][C:16]([N:19]2[CH2:24][CH2:23][N:22]([C:25]3[C:26]([CH3:39])=[C:27]([CH3:38])[C:28]4[O:32][C:31]([CH3:34])([CH3:33])[C:30](=[O:35])[C:29]=4[C:36]=3[CH3:37])[CH2:21][CH2:20]2)=[CH:15][CH:14]=1. The catalyst is C(OCC)(=O)C.CCCCCC. The product is [CH3:11][O:12][C:13]1[CH:14]=[CH:15][C:16]([N:19]2[CH2:20][CH2:21][N:22]([C:25]3[C:26]([CH3:39])=[C:27]([CH3:38])[C:28]4[O:32][C:31]([CH3:34])([CH3:33])[C:30]([C:2]5[CH:10]=[CH:9][C:5]([N:6]([CH3:8])[CH3:7])=[CH:4][CH:3]=5)([OH:35])[C:29]=4[C:36]=3[CH3:37])[CH2:23][CH2:24]2)=[CH:17][CH:18]=1. The yield is 0.730.